Dataset: Full USPTO retrosynthesis dataset with 1.9M reactions from patents (1976-2016). Task: Predict the reactants needed to synthesize the given product. (1) Given the product [Cl-:1].[CH2:6]([N+:8]([CH2:2][CH2:3][CH2:4][OH:5])([CH3:10])[CH3:9])[CH3:7], predict the reactants needed to synthesize it. The reactants are: [Cl:1][CH2:2][CH2:3][CH2:4][OH:5].[CH2:6]([N:8]([CH3:10])[CH3:9])[CH3:7].C. (2) Given the product [CH2:25]([N:17]([CH2:16][C:14]1[N:15]=[C:10]2[S:9][C:8]([CH3:28])=[C:7]([CH2:6][CH2:5][CH2:4][OH:3])[N:11]2[C:12](=[O:27])[CH:13]=1)[C:18]1[CH:19]=[CH:20][C:21]([F:24])=[CH:22][CH:23]=1)[CH3:26], predict the reactants needed to synthesize it. The reactants are: C([O:3][C:4](=O)[CH2:5][CH2:6][C:7]1[N:11]2[C:12](=[O:27])[CH:13]=[C:14]([CH2:16][N:17]([CH2:25][CH3:26])[C:18]3[CH:23]=[CH:22][C:21]([F:24])=[CH:20][CH:19]=3)[N:15]=[C:10]2[S:9][C:8]=1[CH3:28])C.[BH4-].[Li+]. (3) Given the product [CH3:35][N:2]([CH3:1])[C:3]1[S:4][C@H:5]2[O:11][C@H:10]([C:12](=[O:14])[CH3:13])[C@@H:9]([O:15][CH2:16][C:17]3[CH:18]=[CH:19][C:20]([O:23][CH3:24])=[CH:21][CH:22]=3)[C@H:8]([O:25][CH2:26][C:27]3[CH:32]=[CH:31][C:30]([O:33][CH3:34])=[CH:29][CH:28]=3)[C@H:6]2[N:7]=1, predict the reactants needed to synthesize it. The reactants are: [CH3:1][N:2]([CH3:35])[C:3]1[S:4][C@H:5]2[O:11][C@H:10]([CH:12]([OH:14])[CH3:13])[C@@H:9]([O:15][CH2:16][C:17]3[CH:22]=[CH:21][C:20]([O:23][CH3:24])=[CH:19][CH:18]=3)[C@H:8]([O:25][CH2:26][C:27]3[CH:32]=[CH:31][C:30]([O:33][CH3:34])=[CH:29][CH:28]=3)[C@H:6]2[N:7]=1.CC(OI1(OC(C)=O)(OC(C)=O)OC(=O)C2C=CC=CC1=2)=O.